From a dataset of Full USPTO retrosynthesis dataset with 1.9M reactions from patents (1976-2016). Predict the reactants needed to synthesize the given product. (1) Given the product [F:1][C:2]([F:26])([F:25])[CH2:3][NH:4][C:5]([C:7]1([CH2:20][CH2:21][CH2:22][CH2:23][N:38]2[CH2:39][CH2:40][CH2:41][N:35]([C:33]3[S:34][C:30]4[CH:29]=[C:28]([Cl:27])[CH:43]=[CH:42][C:31]=4[N:32]=3)[CH2:36][CH2:37]2)[C:19]2[CH:18]=[CH:17][CH:16]=[CH:15][C:14]=2[C:13]2[C:8]1=[CH:9][CH:10]=[CH:11][CH:12]=2)=[O:6], predict the reactants needed to synthesize it. The reactants are: [F:1][C:2]([F:26])([F:25])[CH2:3][NH:4][C:5]([C:7]1([CH2:20][CH2:21][CH2:22][CH2:23]Br)[C:19]2[CH:18]=[CH:17][CH:16]=[CH:15][C:14]=2[C:13]2[C:8]1=[CH:9][CH:10]=[CH:11][CH:12]=2)=[O:6].[Cl:27][C:28]1[CH:43]=[CH:42][C:31]2[N:32]=[C:33]([N:35]3[CH2:41][CH2:40][CH2:39][NH:38][CH2:37][CH2:36]3)[S:34][C:30]=2[CH:29]=1. (2) Given the product [CH3:18][C:15]1([CH3:19])[O:14][C@@H:13]([CH2:12][N:10]2[C:3]3[C:4](=[N:5][CH:6]=[CH:7][C:2]=3[I:1])[CH:8]=[N:9]2)[CH2:17][O:16]1, predict the reactants needed to synthesize it. The reactants are: [I:1][C:2]1[CH:7]=[CH:6][N:5]=[C:4]2[CH:8]=[N:9][NH:10][C:3]=12.Cl[CH2:12][C@H:13]1[CH2:17][O:16][C:15]([CH3:19])([CH3:18])[O:14]1.C(=O)([O-])[O-].[Cs+].[Cs+].O. (3) The reactants are: C(O[C:6]([N:8]1[CH2:12][C:11](=[N:13][O:14][CH3:15])[CH2:10][C@H:9]1[C:16]([OH:18])=O)=[O:7])(C)(C)C.[C:19]1([C:28]2[CH:33]=[CH:32][CH:31]=[CH:30][CH:29]=2)[CH:24]=[CH:23][C:22](C(Cl)=O)=[CH:21][CH:20]=1.O[N:35]=[C:36]([NH2:43])[CH2:37][C:38]1[S:39][CH:40]=[CH:41][CH:42]=1. Given the product [CH3:15][O:14][N:13]=[C:11]1[CH2:10][C@@H:9]([C:16]2[O:18][N:43]=[C:36]([CH2:37][C:38]3[S:39][CH:40]=[CH:41][CH:42]=3)[N:35]=2)[N:8]([C:6]([C:31]2[CH:30]=[CH:29][C:28]([C:19]3[CH:20]=[CH:21][CH:22]=[CH:23][CH:24]=3)=[CH:33][CH:32]=2)=[O:7])[CH2:12]1, predict the reactants needed to synthesize it.